Task: Predict the reactants needed to synthesize the given product.. Dataset: Full USPTO retrosynthesis dataset with 1.9M reactions from patents (1976-2016) (1) Given the product [C:1]1([S:7]([N:10]2[C:14]3=[N:15][CH:16]=[C:17]([CH2:19][O:20][CH3:21])[CH:18]=[C:13]3[CH:12]=[C:11]2[C:22](=[O:29])[CH2:23][CH:24]2[CH2:28][CH2:27][CH2:26][CH2:25]2)(=[O:9])=[O:8])[CH:2]=[CH:3][CH:4]=[CH:5][CH:6]=1, predict the reactants needed to synthesize it. The reactants are: [C:1]1([S:7]([N:10]2[C:14]3=[N:15][CH:16]=[C:17]([CH2:19][O:20][CH3:21])[CH:18]=[C:13]3[CH:12]=[C:11]2[CH:22]([OH:29])[CH2:23][CH:24]2[CH2:28][CH2:27][CH2:26][CH2:25]2)(=[O:9])=[O:8])[CH:6]=[CH:5][CH:4]=[CH:3][CH:2]=1.CC(OI1(OC(C)=O)(OC(C)=O)OC(=O)C2C=CC=CC1=2)=O. (2) Given the product [F:20][C:2]1([F:1])[CH2:7][N:6]([C:8]([O:10][C:11]([CH3:12])([CH3:13])[CH3:14])=[O:9])[C@@H:5]([CH2:15][OH:16])[CH2:4][CH2:3]1, predict the reactants needed to synthesize it. The reactants are: [F:1][C:2]1([F:20])[CH2:7][N:6]([C:8]([O:10][C:11]([CH3:14])([CH3:13])[CH3:12])=[O:9])[C@@H:5]([C:15](OCC)=[O:16])[CH2:4][CH2:3]1.[H-].[H-].[H-].[H-].[Li+].[Al+3]. (3) Given the product [OH:15][CH:12]1[CH2:13][CH2:14][CH:9]([N:8]2[C:25](=[O:26])[C:24]3[C:23](=[CH:30][CH:29]=[CH:28][CH:27]=3)[C:22]2=[O:31])[CH2:10][CH2:11]1, predict the reactants needed to synthesize it. The reactants are: C([O-])([O-])=O.[K+].[K+].Cl.[NH2:8][C@H:9]1[CH2:14][CH2:13][C@H:12]([OH:15])[CH2:11][CH2:10]1.C(N1[C:25](=[O:26])[C:24]2=[CH:27][CH:28]=[CH:29][CH:30]=[C:23]2[C:22]1=[O:31])(OCC)=O. (4) Given the product [CH2:18]([N:15]1[C:16]2[CH:17]=[C:9]3[N:8]=[C:7]([C:3]4[C:2]([NH:1][C:25](=[O:32])[C:26]5[CH:31]=[CH:30][CH:29]=[N:28][CH:27]=5)=[CH:6][NH:5][N:4]=4)[NH:23][C:10]3=[CH:11][C:12]=2[C:13]([CH3:22])([CH3:21])[C:14]1=[O:20])[CH3:19], predict the reactants needed to synthesize it. The reactants are: [NH2:1][C:2]1[C:3]([C:7]2[NH:23][C:10]3=[CH:11][C:12]4[C:13]([CH3:22])([CH3:21])[C:14](=[O:20])[N:15]([CH2:18][CH3:19])[C:16]=4[CH:17]=[C:9]3[N:8]=2)=[N:4][NH:5][CH:6]=1.Cl.[C:25](Cl)(=[O:32])[C:26]1[CH:31]=[CH:30][CH:29]=[N:28][CH:27]=1. (5) Given the product [CH2:17]([O:16][C:14](=[O:15])[NH:13][CH:8]1[CH2:7][CH2:6][CH:5]2[CH2:12][CH:9]1[CH2:10][CH2:11][C:4]2=[O:3])[C:18]1[CH:23]=[CH:22][CH:21]=[CH:20][CH:19]=1, predict the reactants needed to synthesize it. The reactants are: C1O[C:4]2([CH2:11][CH2:10][CH:9]3[CH2:12][CH:5]2[CH2:6][CH2:7][CH:8]3[NH:13][C:14]([O:16][CH2:17][C:18]2[CH:23]=[CH:22][CH:21]=[CH:20][CH:19]=2)=[O:15])[O:3]C1.Cl. (6) The reactants are: Br[C:2]1[CH:3]=[C:4]2[NH:10][C:9](=[O:11])[C:8]3([CH2:16][CH2:15][O:14][CH2:13][CH2:12]3)[C:5]2=[N:6][CH:7]=1.[B:17]1(B2OC(C)(C)C(C)(C)O2)[O:21]C(C)(C)C(C)(C)[O:18]1.C([O-])(=O)C.[K+].CS(C)=O. Given the product [O:11]=[C:9]1[NH:10][C:4]2[C:5](=[N:6][CH:7]=[C:2]([B:17]([OH:21])[OH:18])[CH:3]=2)[C:8]21[CH2:16][CH2:15][O:14][CH2:13][CH2:12]2, predict the reactants needed to synthesize it.